This data is from Full USPTO retrosynthesis dataset with 1.9M reactions from patents (1976-2016). The task is: Predict the reactants needed to synthesize the given product. (1) The reactants are: [OH:1][C@@:2]1([CH2:22][O:23][CH3:24])[CH2:7][CH2:6][CH2:5][CH2:4][C@H:3]1[N:8]1[C:12]([C:13]2[CH:18]=[CH:17][CH:16]=[CH:15][CH:14]=2)=[C:11]([C:19](O)=[O:20])[N:10]=[CH:9]1.Cl.Cl.[CH2:27]([N:34]1[CH2:39][CH2:38][NH:37][C@H:36](/[CH:40]=[CH:41]/[C:42]2[CH:47]=[CH:46][CH:45]=[CH:44][N:43]=2)[CH2:35]1)[C:28]1[CH:33]=[CH:32][CH:31]=[CH:30][CH:29]=1.CCN=C=NCCCN(C)C.Cl.C1C=CC2N(O)N=NC=2C=1.C(=O)([O-])O.[Na+]. Given the product [CH2:27]([N:34]1[CH2:39][CH2:38][N:37]([C:19]([C:11]2[N:10]=[CH:9][N:8]([C@@H:3]3[CH2:4][CH2:5][CH2:6][CH2:7][C@:2]3([CH2:22][O:23][CH3:24])[OH:1])[C:12]=2[C:13]2[CH:18]=[CH:17][CH:16]=[CH:15][CH:14]=2)=[O:20])[CH:36](/[CH:40]=[CH:41]/[C:42]2[CH:47]=[CH:46][CH:45]=[CH:44][N:43]=2)[CH2:35]1)[C:28]1[CH:29]=[CH:30][CH:31]=[CH:32][CH:33]=1, predict the reactants needed to synthesize it. (2) Given the product [Cl:1][C:2]1[CH:3]=[C:4]2[N:11]=[C:10]([S:12]([CH3:15])(=[O:14])=[O:13])[N:9]([CH2:24][O:25][CH2:26][CH2:27][Si:28]([CH3:31])([CH3:30])[CH3:29])[C:5]2=[N:6][C:7]=1[I:8], predict the reactants needed to synthesize it. The reactants are: [Cl:1][C:2]1[CH:3]=[C:4]2[NH:11][C:10]([S:12]([CH3:15])(=[O:14])=[O:13])=[N:9][C:5]2=[N:6][C:7]=1[I:8].C(N(CC)CC)C.Cl[CH2:24][O:25][CH2:26][CH2:27][Si:28]([CH3:31])([CH3:30])[CH3:29].